This data is from Forward reaction prediction with 1.9M reactions from USPTO patents (1976-2016). The task is: Predict the product of the given reaction. (1) Given the reactants [C:1]([C:3]1[CH:11]=[CH:10][C:6]([C:7](Cl)=[O:8])=[CH:5][CH:4]=1)#[N:2].[CH3:12][O:13][C:14]1[CH:15]=[C:16]([C:20]2([OH:26])[CH2:25][CH2:24][CH2:23][NH:22][CH2:21]2)[CH:17]=[CH:18][CH:19]=1, predict the reaction product. The product is: [OH:26][C:20]1([C:16]2[CH:17]=[CH:18][CH:19]=[C:14]([O:13][CH3:12])[CH:15]=2)[CH2:25][CH2:24][CH2:23][N:22]([C:7]([C:6]2[CH:10]=[CH:11][C:3]([C:1]#[N:2])=[CH:4][CH:5]=2)=[O:8])[CH2:21]1. (2) Given the reactants [NH:1]1[CH2:6][CH2:5][O:4][CH2:3][CH2:2]1.[CH3:7][O:8][C:9]1[CH:10]=[C:11]2[C:20](=[CH:21][CH:22]=1)[N:19]=[CH:18][C:17]1[O:16][CH2:15][CH:14]([CH2:23][N:24]3[CH2:28][CH:27]([NH:29][C:30]([C:32]4[CH:33]=[CH:34][C:35]5[S:40][CH2:39][C:38](=[O:41])[NH:37][C:36]=5[CH:42]=4)=[O:31])[CH2:26][CH:25]3[C:43](O)=[O:44])[CH2:13][C:12]2=1.ON1C2C=CC=CC=2N=N1.Cl.CN(C)CCCN=C=NCC.C(N(CC)C(C)C)(C)C, predict the reaction product. The product is: [CH3:7][O:8][C:9]1[CH:10]=[C:11]2[C:20](=[CH:21][CH:22]=1)[N:19]=[CH:18][C:17]1[O:16][CH2:15][CH:14]([CH2:23][N:24]3[CH:25]([C:43]([N:1]4[CH2:6][CH2:5][O:4][CH2:3][CH2:2]4)=[O:44])[CH2:26][CH:27]([NH:29][C:30]([C:32]4[CH:33]=[CH:34][C:35]5[S:40][CH2:39][C:38](=[O:41])[NH:37][C:36]=5[CH:42]=4)=[O:31])[CH2:28]3)[CH2:13][C:12]2=1. (3) Given the reactants C[O:2][C:3](=[O:31])[CH2:4][O:5][C:6]1[CH:15]=[CH:14][C:13]([F:16])=[C:12]2[C:7]=1[C:8]([O:27][CH:28]([F:30])[F:29])=[C:9]([CH2:19][C:20]1[CH:25]=[CH:24][C:23]([Cl:26])=[CH:22][CH:21]=1)[C:10]([CH2:17][CH3:18])=[N:11]2.CO.[OH-].[Na+], predict the reaction product. The product is: [Cl:26][C:23]1[CH:22]=[CH:21][C:20]([CH2:19][C:9]2[C:10]([CH2:17][CH3:18])=[N:11][C:12]3[C:7]([C:8]=2[O:27][CH:28]([F:30])[F:29])=[C:6]([O:5][CH2:4][C:3]([OH:31])=[O:2])[CH:15]=[CH:14][C:13]=3[F:16])=[CH:25][CH:24]=1. (4) Given the reactants [H-].[Al+3].[Li+].[H-].[H-].[H-].[F:7][C:8]1[CH:9]=[C:10]([CH:27]=[CH:28][CH:29]=1)[CH2:11][NH:12][C:13](=[O:26])[NH:14][C:15]1[S:16][CH:17]=[C:18]([CH2:20][C:21](OCC)=[O:22])[N:19]=1.O.O.O.O.O.O.O.O.O.O.S([O-])([O-])(=O)=O.[Na+].[Na+].S(=O)(=O)(O)[O-].[Na+], predict the reaction product. The product is: [F:7][C:8]1[CH:9]=[C:10]([CH:27]=[CH:28][CH:29]=1)[CH2:11][NH:12][C:13]([NH:14][C:15]1[S:16][CH:17]=[C:18]([CH2:20][CH2:21][OH:22])[N:19]=1)=[O:26]. (5) Given the reactants C([O:8][C:9]1[C:18]2[C:13](=[CH:14][C:15]([O:20][CH:21]3[CH2:26][CH2:25][C:24]([CH:33]([NH2:36])[CH2:34][CH3:35])([CH:27]4[CH2:32][CH2:31][O:30][CH2:29][CH2:28]4)[CH2:23][CH2:22]3)=[C:16]([Cl:19])[CH:17]=2)[CH:12]=[CH:11][N:10]=1)C1C=CC=CC=1.Cl, predict the reaction product. The product is: [NH2:36][CH:33]([C:24]1([CH:27]2[CH2:28][CH2:29][O:30][CH2:31][CH2:32]2)[CH2:25][CH2:26][CH:21]([O:20][C:15]2[CH:14]=[C:13]3[C:18](=[CH:17][C:16]=2[Cl:19])[C:9](=[O:8])[NH:10][CH:11]=[CH:12]3)[CH2:22][CH2:23]1)[CH2:34][CH3:35]. (6) Given the reactants [OH:1][C@@H:2]1[CH2:10][C:9]2[C:4](=[CH:5][CH:6]=[CH:7][CH:8]=2)[C@@H:3]1[NH2:11].C(N(CC)CC)C.[C:19](Cl)(=[O:28])[CH2:20][CH2:21][C:22]1[CH:27]=[CH:26][CH:25]=[CH:24][CH:23]=1, predict the reaction product. The product is: [OH:1][C@@H:2]1[CH2:10][C:9]2[C:4](=[CH:5][CH:6]=[CH:7][CH:8]=2)[C@@H:3]1[NH:11][C:19](=[O:28])[CH2:20][CH2:21][C:22]1[CH:27]=[CH:26][CH:25]=[CH:24][CH:23]=1.